From a dataset of NCI-60 drug combinations with 297,098 pairs across 59 cell lines. Regression. Given two drug SMILES strings and cell line genomic features, predict the synergy score measuring deviation from expected non-interaction effect. Drug 1: CC(CN1CC(=O)NC(=O)C1)N2CC(=O)NC(=O)C2. Drug 2: CCCCC(=O)OCC(=O)C1(CC(C2=C(C1)C(=C3C(=C2O)C(=O)C4=C(C3=O)C=CC=C4OC)O)OC5CC(C(C(O5)C)O)NC(=O)C(F)(F)F)O. Cell line: NCI/ADR-RES. Synergy scores: CSS=3.90, Synergy_ZIP=-1.30, Synergy_Bliss=2.21, Synergy_Loewe=1.62, Synergy_HSA=1.87.